This data is from Reaction yield outcomes from USPTO patents with 853,638 reactions. The task is: Predict the reaction yield, written as a fraction of the theoretical maximum amount of product (1.0 means a 100% yield; for example, 0.34 means a 34% yield). The reactants are [Cl:1][C:2]1[C:10]2[C:9]3[CH2:11][N:12]([CH2:21][C:22]([F:25])([F:24])[F:23])[C:13](=[O:20])[C@H:14]([CH2:16][C:17]([OH:19])=O)[CH2:15][C:8]=3[CH:7]=[C:6]([Cl:26])[C:5]=2[NH:4][N:3]=1.CN(C(ON1N=NC2C=CC=CC1=2)=[N+](C)C)C.[B-](F)(F)(F)F.[NH:49]1[CH2:54][CH2:53][CH:52]([N:55]2[CH2:61][CH2:60][C:59]3[CH:62]=[CH:63][CH:64]=[CH:65][C:58]=3[NH:57][C:56]2=[O:66])[CH2:51][CH2:50]1.C(N(CC)C(C)C)(C)C. The catalyst is CN(C)C=O. The product is [Cl:1][C:2]1[C:10]2[C:9]3[CH2:11][N:12]([CH2:21][C:22]([F:25])([F:24])[F:23])[C:13](=[O:20])[C@H:14]([CH2:16][C:17](=[O:19])[N:49]4[CH2:50][CH2:51][CH:52]([N:55]5[CH2:61][CH2:60][C:59]6[CH:62]=[CH:63][CH:64]=[CH:65][C:58]=6[NH:57][C:56]5=[O:66])[CH2:53][CH2:54]4)[CH2:15][C:8]=3[CH:7]=[C:6]([Cl:26])[C:5]=2[NH:4][N:3]=1. The yield is 0.590.